Dataset: Cav3 T-type calcium channel HTS with 100,875 compounds. Task: Binary Classification. Given a drug SMILES string, predict its activity (active/inactive) in a high-throughput screening assay against a specified biological target. (1) The compound is S(=O)(=O)(N1CCCC1)Cc1ccccc1. The result is 0 (inactive). (2) The compound is Clc1c(C(=O)NC(c2n3CCCCCc3nn2)Cc2c3c([nH]c2)cccc3)cccc1. The result is 0 (inactive). (3) The drug is S(=O)(=O)(NC(C(N1CCN(CC1)CC)c1sccc1)C)c1ccc(F)cc1. The result is 0 (inactive). (4) The drug is S(c1n(c2c(n1)cc1OCCOc1c2)C(=O)c1ccc(cc1)C)C. The result is 0 (inactive). (5) The molecule is S(=O)(=O)(c1cc2sc(nc2cc1)NC(=O)COCC)C. The result is 0 (inactive). (6) The drug is s1c2c(nc1NC(=O)CC)c1c(OC2)cccc1. The result is 0 (inactive). (7) The molecule is Clc1cc(S(=O)(=O)NC(C)C(OCc2c(onc2C)C)=O)ccc1Cl. The result is 0 (inactive). (8) The compound is O=C(N1CCCc2c1cccc2)Cn1c(=O)c2c(cc1)c(OC(C)C(OCC)=O)ccc2. The result is 0 (inactive).